This data is from Reaction yield outcomes from USPTO patents with 853,638 reactions. The task is: Predict the reaction yield, written as a fraction of the theoretical maximum amount of product (1.0 means a 100% yield; for example, 0.34 means a 34% yield). (1) The reactants are C([SiH]([CH2:6][CH3:7])CC)C.[C:8]([C:13]1C=CC=[C:18]2[C:14]=1[CH2:15][C:16](=[O:22])[NH:17]2)(=O)[CH2:9][CH2:10][CH3:11].F[C:24](F)(F)C(O)=O. No catalyst specified. The product is [CH2:9]([C:8]1[CH:13]=[C:14]2[C:18](=[CH:6][CH:7]=1)[NH:17][C:16](=[O:22])[CH2:15]2)[CH2:10][CH2:11][CH3:24]. The yield is 0.910. (2) The reactants are [CH3:1][C:2]1[CH:6]=[C:5]([CH2:7][NH2:8])[O:4][N:3]=1.P([O-])([O-])([O-])=O.[K+].[K+].[K+].COC1C=CC=C(OC)C=1C1C=CC=CC=1P(C1CCCCC1)C1CCCCC1.I[C:47]1[CH:56]=[CH:55][CH:54]=[CH:53][C:48]=1[C:49]([O:51][CH3:52])=[O:50]. The catalyst is C1(C)C=CC=CC=1.C1C=CC(/C=C/C(/C=C/C2C=CC=CC=2)=O)=CC=1.C1C=CC(/C=C/C(/C=C/C2C=CC=CC=2)=O)=CC=1.C1C=CC(/C=C/C(/C=C/C2C=CC=CC=2)=O)=CC=1.[Pd].[Pd].O. The product is [CH3:1][C:2]1[CH:6]=[C:5]([CH2:7][NH:8][C:47]2[CH:56]=[CH:55][CH:54]=[CH:53][C:48]=2[C:49]([O:51][CH3:52])=[O:50])[O:4][N:3]=1. The yield is 0.450. (3) The reactants are [C:1]([O:5][C:6]([N:8]1[CH2:13][CH2:12][CH:11]([SH:14])[CH2:10][CH2:9]1)=[O:7])([CH3:4])([CH3:3])[CH3:2].[H-].[Na+].[F:17][C:18]1[CH:23]=[C:22]([F:24])[CH:21]=[CH:20][C:19]=1[C@@:25]1([CH2:29][N:30]2[CH:34]=[N:33][CH:32]=[N:31]2)[C@H:27](C)[O:26]1.[C:35](OCC)(=O)C. The catalyst is CN(C)C=O. The product is [F:17][C:18]1[CH:23]=[C:22]([F:24])[CH:21]=[CH:20][C:19]=1[C@@:25]([OH:26])([C@:29]([N:30]1[CH:34]=[N:33][CH:32]=[N:31]1)([S:14][CH:11]1[CH2:12][CH2:13][N:8]([C:6]([O:5][C:1]([CH3:4])([CH3:2])[CH3:3])=[O:7])[CH2:9][CH2:10]1)[CH3:35])[CH3:27]. The yield is 0.530.